Task: Predict the reactants needed to synthesize the given product.. Dataset: Full USPTO retrosynthesis dataset with 1.9M reactions from patents (1976-2016) (1) Given the product [NH2:25][C:6]1[C:7]([C:8]([NH:10][C:11]2[CH:16]=[C:15]([NH:17][S:18]([CH3:21])(=[O:20])=[O:19])[CH:14]=[C:13]([O:22][CH3:23])[CH:12]=2)=[O:9])=[C:2]([Cl:1])[N:3]=[CH:4][N:5]=1, predict the reactants needed to synthesize it. The reactants are: [Cl:1][C:2]1[C:7]([C:8]([NH:10][C:11]2[CH:16]=[C:15]([NH:17][S:18]([CH3:21])(=[O:20])=[O:19])[CH:14]=[C:13]([O:22][CH3:23])[CH:12]=2)=[O:9])=[C:6](Cl)[N:5]=[CH:4][N:3]=1.[NH3:25]. (2) The reactants are: [N+:1]([C:4]1[N:9]=[C:8]([NH2:10])[CH:7]=[CH:6][CH:5]=1)([O-:3])=[O:2].[Br:11]N1C(=O)CCC1=O. Given the product [Br:11][C:5]1[CH:6]=[CH:7][C:8]([NH2:10])=[N:9][C:4]=1[N+:1]([O-:3])=[O:2], predict the reactants needed to synthesize it. (3) Given the product [CH:26]1[C:25]([F:28])=[CH:24][C:20]([CH2:21][OH:22])=[C:19]([Se:18][Se:17][C:11]2[CH:10]=[CH:9][C:8]([F:7])=[CH:16][C:12]=2[CH2:13][OH:14])[CH:27]=1, predict the reactants needed to synthesize it. The reactants are: [H-].[Al+3].[Li+].[H-].[H-].[H-].[F:7][C:8]1[CH:9]=[CH:10][C:11]([Se:17][Se:18][C:19]2[CH:27]=[CH:26][C:25]([F:28])=[CH:24][C:20]=2[C:21](O)=[O:22])=[C:12]([CH:16]=1)[C:13](O)=[O:14]. (4) The reactants are: Br[C:2]1[CH:7]=[CH:6][C:5]([NH:8][C:9]([NH:11][C:12]2[CH:17]=[C:16]([CH3:18])[CH:15]=[CH:14][C:13]=2[F:19])=[O:10])=[C:4]([CH2:20][CH3:21])[CH:3]=1.[CH3:22][C:23]1([CH3:39])[C:27]([CH3:29])([CH3:28])[O:26][B:25]([B:25]2[O:26][C:27]([CH3:29])([CH3:28])[C:23]([CH3:39])([CH3:22])[O:24]2)[O:24]1.C([O-])(=O)C.[K+]. Given the product [CH2:20]([C:4]1[CH:3]=[C:2]([B:25]2[O:26][C:27]([CH3:29])([CH3:28])[C:23]([CH3:39])([CH3:22])[O:24]2)[CH:7]=[CH:6][C:5]=1[NH:8][C:9]([NH:11][C:12]1[CH:17]=[C:16]([CH3:18])[CH:15]=[CH:14][C:13]=1[F:19])=[O:10])[CH3:21], predict the reactants needed to synthesize it. (5) Given the product [CH2:9]([O:8][C:7]1[CH:6]=[CH:5][N:4]([CH2:21][C:22]2[CH:27]=[CH:26][C:25]([C:28]#[N:29])=[CH:24][CH:23]=2)[C:3](=[O:19])[C:2]=1[Br:1])[C:10]1[CH:11]=[CH:12][CH:13]=[CH:14][CH:15]=1, predict the reactants needed to synthesize it. The reactants are: [Br:1][C:2]1[C:3](=[O:19])[NH:4][C:5](C)=[CH:6][C:7]=1[O:8][CH2:9][C:10]1[CH:15]=[CH:14][C:13](F)=[CH:12][C:11]=1F.Br[CH2:21][C:22]1[CH:27]=[CH:26][C:25]([C:28]#[N:29])=[CH:24][CH:23]=1.C([O-])([O-])=O.[K+].[K+].